From a dataset of Reaction yield outcomes from USPTO patents with 853,638 reactions. Predict the reaction yield, written as a fraction of the theoretical maximum amount of product (1.0 means a 100% yield; for example, 0.34 means a 34% yield). (1) The reactants are [Cl:1][C:2]1[CH:7]=[CH:6][N:5]=[C:4]([N:8]2[CH2:19][CH2:18][N:17]3[C:10](=[CH:11][C:12]4[CH2:13][C:14]([CH3:21])([CH3:20])[CH2:15][C:16]=43)[C:9]2=[O:22])[C:3]=1[CH2:23][OH:24].C(N(CC)CC)C.[C:32](Cl)(=[O:34])[CH3:33]. The catalyst is C1COCC1. The product is [C:32]([O:24][CH2:23][C:3]1[C:4]([N:8]2[CH2:19][CH2:18][N:17]3[C:10](=[CH:11][C:12]4[CH2:13][C:14]([CH3:21])([CH3:20])[CH2:15][C:16]=43)[C:9]2=[O:22])=[N:5][CH:6]=[CH:7][C:2]=1[Cl:1])(=[O:34])[CH3:33]. The yield is 0.760. (2) The reactants are [N:1]1[C:8](Cl)=[N:7][C:5](Cl)=[N:4][C:2]=1Cl.[NH2:10][C:11]1[CH:46]=[CH:45][C:14]([O:15][CH2:16][C:17]([CH2:36][O:37][C:38]2[CH:43]=[CH:42][C:41]([NH2:44])=[CH:40][CH:39]=2)([CH2:27][O:28][C:29]2[CH:34]=[CH:33][C:32]([NH2:35])=[CH:31][CH:30]=2)[CH2:18][O:19][C:20]2[CH:25]=[CH:24][C:23]([NH2:26])=[CH:22][CH:21]=2)=[CH:13][CH:12]=1.[CH2:47]([NH2:55])[CH2:48][CH2:49][CH2:50][CH2:51][CH2:52][CH2:53][CH3:54].O. The catalyst is O1CCCC1. The product is [CH2:47]([NH:55][C:2]1[N:4]=[C:5]([NH:55][CH2:47][CH2:48][CH2:49][CH2:50][CH2:51][CH2:52][CH2:53][CH3:54])[N:7]=[C:8]([NH:44][C:41]2[CH:40]=[CH:39][C:38]([O:37][CH2:36][C:17]([CH2:18][O:19][C:20]3[CH:21]=[CH:22][C:23]([NH:26][C:2]4[N:4]=[C:5]([NH:55][CH2:47][CH2:48][CH2:49][CH2:50][CH2:51][CH2:52][CH2:53][CH3:54])[N:7]=[C:8]([NH:55][CH2:47][CH2:48][CH2:49][CH2:50][CH2:51][CH2:52][CH2:53][CH3:54])[N:1]=4)=[CH:24][CH:25]=3)([CH2:27][O:28][C:29]3[CH:34]=[CH:33][C:32]([NH:35][C:2]4[N:4]=[C:5]([NH:55][CH2:47][CH2:48][CH2:49][CH2:50][CH2:51][CH2:52][CH2:53][CH3:54])[N:7]=[C:8]([NH:55][CH2:47][CH2:48][CH2:49][CH2:50][CH2:51][CH2:52][CH2:53][CH3:54])[N:1]=4)=[CH:31][CH:30]=3)[CH2:16][O:15][C:14]3[CH:13]=[CH:12][C:11]([NH:10][C:2]4[N:4]=[C:5]([NH:55][CH2:47][CH2:48][CH2:49][CH2:50][CH2:51][CH2:52][CH2:53][CH3:54])[N:7]=[C:8]([NH:55][CH2:47][CH2:48][CH2:49][CH2:50][CH2:51][CH2:52][CH2:53][CH3:54])[N:1]=4)=[CH:46][CH:45]=3)=[CH:43][CH:42]=2)[N:1]=1)[CH2:48][CH2:49][CH2:50][CH2:51][CH2:52][CH2:53][CH3:54]. The yield is 0.700. (3) The reactants are [S:1](=[O:30])(=[O:29])([O:3][CH2:4][C@@H:5]1[CH2:9][C@@H:8]([N:10]2[C:14]3[N:15]=[CH:16][N:17]=[C:18]([NH:19][C@@H:20]4[C:28]5[C:23](=[CH:24][CH:25]=[CH:26][CH:27]=5)[CH2:22][CH2:21]4)[C:13]=3[CH:12]=[CH:11]2)[CH:7]=[CH:6]1)[NH2:2]. The yield is 0.620. The product is [S:1](=[O:30])(=[O:29])([O:3][CH2:4][C@H:5]1[CH2:6][CH2:7][C@H:8]([N:10]2[C:14]3[N:15]=[CH:16][N:17]=[C:18]([NH:19][C@@H:20]4[C:28]5[C:23](=[CH:24][CH:25]=[CH:26][CH:27]=5)[CH2:22][CH2:21]4)[C:13]=3[CH:12]=[CH:11]2)[CH2:9]1)[NH2:2]. The catalyst is [Pd].CCOC(C)=O. (4) The reactants are S(=O)(=O)(O)[OH:2].[F:6][C:7]([F:22])([F:21])[C:8]1[CH:13]=[CH:12][C:11]([NH:14][C@H:15]([CH2:19][CH3:20])[CH2:16][C:17]#[N:18])=[CH:10][CH:9]=1. The catalyst is C1(C)C=CC=CC=1. The product is [F:6][C:7]([F:21])([F:22])[C:8]1[CH:9]=[CH:10][C:11]([NH:14][C@H:15]([CH2:19][CH3:20])[CH2:16][C:17]([NH2:18])=[O:2])=[CH:12][CH:13]=1. The yield is 0.750. (5) The reactants are [C:1]1([C:31]2[CH:36]=[CH:35][CH:34]=[CH:33][CH:32]=2)[CH:6]=[CH:5][C:4]([C:7]2[N:8]([C:24]3[CH:29]=[CH:28][C:27]([Cl:30])=[CH:26][CH:25]=3)[C:9](=[O:23])[C:10]3[N:11]=[C:12]([CH3:22])[N:13]([C:16]4[CH:21]=[CH:20][CH:19]=[CH:18][CH:17]=4)[C:14]=3[N:15]=2)=[CH:3][CH:2]=1.C1C(=O)N([Br:44])C(=O)C1.CC(N=NC(C#N)(C)C)(C#N)C. The catalyst is C(Cl)(Cl)(Cl)Cl. The product is [C:1]1([C:31]2[CH:32]=[CH:33][CH:34]=[CH:35][CH:36]=2)[CH:2]=[CH:3][C:4]([C:7]2[N:8]([C:24]3[CH:29]=[CH:28][C:27]([Cl:30])=[CH:26][CH:25]=3)[C:9](=[O:23])[C:10]3[N:11]=[C:12]([CH2:22][Br:44])[N:13]([C:16]4[CH:17]=[CH:18][CH:19]=[CH:20][CH:21]=4)[C:14]=3[N:15]=2)=[CH:5][CH:6]=1. The yield is 0.780. (6) The reactants are [CH3:1][O:2][C:3]([C@@H:5]1[CH2:9][C@H:8]([OH:10])[CH2:7][N:6]1[C:11]([O:13][C:14]([CH3:17])([CH3:16])[CH3:15])=[O:12])=[O:4].N1C=CN=C1.[C:23]([Si:27](Cl)([C:34]1[CH:39]=[CH:38][CH:37]=[CH:36][CH:35]=1)[C:28]1[CH:33]=[CH:32][CH:31]=[CH:30][CH:29]=1)([CH3:26])([CH3:25])[CH3:24]. The catalyst is C(Cl)Cl. The product is [CH3:1][O:2][C:3]([C@@H:5]1[CH2:9][C@H:8]([O:10][Si:27]([C:23]([CH3:26])([CH3:25])[CH3:24])([C:34]2[CH:35]=[CH:36][CH:37]=[CH:38][CH:39]=2)[C:28]2[CH:33]=[CH:32][CH:31]=[CH:30][CH:29]=2)[CH2:7][N:6]1[C:11]([O:13][C:14]([CH3:17])([CH3:16])[CH3:15])=[O:12])=[O:4]. The yield is 0.980.